Dataset: Peptide-MHC class I binding affinity with 185,985 pairs from IEDB/IMGT. Task: Regression. Given a peptide amino acid sequence and an MHC pseudo amino acid sequence, predict their binding affinity value. This is MHC class I binding data. (1) The peptide sequence is WSILRQRCW. The binding affinity (normalized) is 0.0847. The MHC is HLA-A01:01 with pseudo-sequence HLA-A01:01. (2) The peptide sequence is SQLVSTAWA. The MHC is HLA-B27:03 with pseudo-sequence HLA-B27:03. The binding affinity (normalized) is 0.0847. (3) The peptide sequence is DLMGYIPLV. The MHC is HLA-A68:02 with pseudo-sequence HLA-A68:02. The binding affinity (normalized) is 0.558. (4) The peptide sequence is KYRLKHIVW. The MHC is HLA-B51:01 with pseudo-sequence HLA-B51:01. The binding affinity (normalized) is 0.0157. (5) The peptide sequence is RAIEAQQHL. The binding affinity (normalized) is 0.333. The MHC is HLA-B53:01 with pseudo-sequence HLA-B53:01. (6) The peptide sequence is GILIYDDNI. The MHC is HLA-A02:01 with pseudo-sequence HLA-A02:01. The binding affinity (normalized) is 0.138.